Dataset: Forward reaction prediction with 1.9M reactions from USPTO patents (1976-2016). Task: Predict the product of the given reaction. (1) Given the reactants [F:1][C:2]([F:13])([F:12])[O:3][C:4]1[CH:11]=[CH:10][CH:9]=[CH:8][C:5]=1[CH2:6][NH2:7].CCN=C=N[CH2:19][CH2:20][CH2:21][N:22]([CH3:24])C.Cl.[OH2:26], predict the reaction product. The product is: [F:1][C:2]([F:12])([F:13])[O:3][C:4]1[CH:11]=[CH:10][CH:9]=[CH:8][C:5]=1[CH2:6][NH:7][C:8]([C:5]1[CH:4]=[C:11]2[C:20](=[CH:19][CH:6]=1)[CH2:21][NH:22][CH2:24][CH2:10]2)=[O:26]. (2) Given the reactants [C:1]([O:5][C:6]([N:8]1[CH2:13][CH2:12][CH:11]([N:14]2[CH2:18][CH2:17][N:16]=[C:15]2[C:19]2[CH:24]=[CH:23][CH:22]=[CH:21][CH:20]=2)[CH2:10][CH2:9]1)=[O:7])([CH3:4])([CH3:3])[CH3:2], predict the reaction product. The product is: [C:19]1([C:15]2[N:14]([CH:11]3[CH2:12][CH2:13][N:8]([C:6]([O:5][C:1]([CH3:4])([CH3:3])[CH3:2])=[O:7])[CH2:9][CH2:10]3)[CH:18]=[CH:17][N:16]=2)[CH:20]=[CH:21][CH:22]=[CH:23][CH:24]=1. (3) The product is: [CH:1]1([N:4]2[C:8]3[C:9]([O:22][C@@H:23]([C@H:25]4[CH2:29][NH:28][C:27](=[O:30])[CH2:26]4)[CH3:24])=[CH:10][C:11]([C:32]4[CH:36]=[CH:35][N:34]([CH3:37])[N:33]=4)=[CH:12][C:7]=3[N:6]=[CH:5]2)[CH2:3][CH2:2]1. Given the reactants [CH:1]1([N:4]2[C:8]3[C:9]([O:22][C@@H:23]([C@H:25]4[CH2:29][NH:28][C:27](=[O:30])[CH2:26]4)[CH3:24])=[CH:10][C:11](B4OC(C)(C)C(C)(C)O4)=[CH:12][C:7]=3[N:6]=[CH:5]2)[CH2:3][CH2:2]1.I[C:32]1[CH:36]=[CH:35][N:34]([CH3:37])[N:33]=1.C([O-])([O-])=O.[Na+].[Na+].N#N, predict the reaction product. (4) Given the reactants [NH2:1][C:2]1[N:7]=[C:6]([N:8]2[CH2:13][CH2:12][CH2:11][C@H:10]([C:14]([OH:16])=O)[CH2:9]2)[CH:5]=[C:4]([C:17]2[CH:22]=[CH:21][C:20]([C:23]#[N:24])=[C:19]([F:25])[CH:18]=2)[N:3]=1.C(Cl)CCl.C1C=CC2N(O)N=NC=2C=1.[C:40]1([CH2:46][NH2:47])[CH:45]=[CH:44][CH:43]=[CH:42][CH:41]=1, predict the reaction product. The product is: [NH2:1][C:2]1[N:7]=[C:6]([N:8]2[CH2:13][CH2:12][CH2:11][C@H:10]([C:14]([NH:47][CH2:46][C:40]3[CH:45]=[CH:44][CH:43]=[CH:42][CH:41]=3)=[O:16])[CH2:9]2)[CH:5]=[C:4]([C:17]2[CH:22]=[CH:21][C:20]([C:23]#[N:24])=[C:19]([F:25])[CH:18]=2)[N:3]=1. (5) Given the reactants C1(CO[C:9](=O)[N:10]([CH2:12][CH2:13][O:14][C:15]2[CH:20]=[CH:19][CH:18]=[CH:17][C:16]=2[C:21]([NH:24][C:25]2[C:30](=[O:31])[N:29]([C:32]3[CH:37]=[C:36]([C:38]([NH:40][CH2:41][CH3:42])=[O:39])[CH:35]=[CH:34][C:33]=3[CH3:43])[CH:28]=[CH:27][N:26]=2)([CH3:23])[CH3:22])C)C=CC=CC=1, predict the reaction product. The product is: [CH2:41]([NH:40][C:38](=[O:39])[C:36]1[CH:35]=[CH:34][C:33]([CH3:43])=[C:32]([N:29]2[CH:28]=[CH:27][N:26]=[C:25]([NH:24][C:21]([CH3:22])([C:16]3[CH:17]=[CH:18][CH:19]=[CH:20][C:15]=3[O:14][CH2:13][CH2:12][NH:10][CH3:9])[CH3:23])[C:30]2=[O:31])[CH:37]=1)[CH3:42]. (6) Given the reactants Br[CH2:2][C:3]1[C:8]([O:9][CH2:10][CH3:11])=[CH:7][CH:6]=[CH:5][C:4]=1[N:12]1[C:16](=[O:17])[N:15]([CH3:18])[N:14]=[N:13]1.[Cl:19][C:20]1[CH:25]=[CH:24][C:23]([N:26]2[CH:30]=[CH:29][C:28]([OH:31])=[N:27]2)=[CH:22][CH:21]=1.C(=O)([O-])[O-].[K+].[K+].C(#N)C, predict the reaction product. The product is: [Cl:19][C:20]1[CH:21]=[CH:22][C:23]([N:26]2[CH:30]=[CH:29][C:28]([O:31][CH2:2][C:3]3[C:8]([O:9][CH2:10][CH3:11])=[CH:7][CH:6]=[CH:5][C:4]=3[N:12]3[C:16](=[O:17])[N:15]([CH3:18])[N:14]=[N:13]3)=[N:27]2)=[CH:24][CH:25]=1. (7) Given the reactants [CH3:1][O:2][C:3]1[CH:4]=[C:5]2[C:10](=[CH:11][C:12]=1[O:13][CH3:14])[N:9]=[CH:8][N:7]=[C:6]2[O:15][C:16]1[CH:22]=[CH:21][C:19]([NH2:20])=[CH:18][CH:17]=1.Cl[C:24](Cl)([O:26][C:27](=[O:33])OC(Cl)(Cl)Cl)Cl.O[C:36]1[CH:41]=[CH:40][CH:39]=C[C:37]=1[C:42]#[N:43].C(=O)(O)[O-].[Na+], predict the reaction product. The product is: [CH3:1][O:2][C:3]1[CH:4]=[C:5]2[C:10](=[CH:11][C:12]=1[O:13][CH3:14])[N:9]=[CH:8][N:7]=[C:6]2[O:15][C:16]1[CH:22]=[CH:21][C:19]([NH:20][C:27](=[O:33])[O:26][C:24]2[CH:39]=[CH:40][CH:41]=[CH:36][C:37]=2[C:42]#[N:43])=[CH:18][CH:17]=1. (8) Given the reactants Cl[C:2]([O:4][CH3:5])=[O:3].[NH2:6][CH2:7][C@H:8]1[O:12][C:11](=[O:13])[N:10]([C:14]2[CH:15]=[C:16]3[C:20](=[CH:21][CH:22]=2)[N:19]([CH2:23][CH2:24][CH3:25])[C:18](=[O:26])[CH2:17]3)[CH2:9]1.C(N(C(C)C)CC)(C)C, predict the reaction product. The product is: [CH3:5][O:4][C:2](=[O:3])[NH:6][CH2:7][C@@H:8]1[O:12][C:11](=[O:13])[N:10]([C:14]2[CH:15]=[C:16]3[C:20](=[CH:21][CH:22]=2)[N:19]([CH2:23][CH2:24][CH3:25])[C:18](=[O:26])[CH2:17]3)[CH2:9]1. (9) Given the reactants [Br:1][C:2]1[CH:3]=[N:4][CH:5]=[CH:6][CH:7]=1.C([N-]C(C)C)(C)C.[Li+].C1CCCCC1.[CH:22](N1CCOCC1)=[O:23].[Cl-].[NH4+], predict the reaction product. The product is: [Br:1][C:2]1[CH:3]=[N:4][CH:5]=[CH:6][C:7]=1[CH:22]=[O:23]. (10) The product is: [CH:22]1([C:20]([N:17]2[CH2:18][CH2:19][C@@H:15]([CH2:14][N:9]3[C:8]([C:5]4[CH:6]=[CH:7][C:2]([C:28]5[CH:27]=[N:26][C:35]6[C:30]([CH:29]=5)=[CH:31][CH:32]=[CH:33][CH:34]=6)=[CH:3][C:4]=4[F:25])=[N:12][NH:11][C:10]3=[O:13])[CH2:16]2)=[O:21])[CH2:24][CH2:23]1. Given the reactants Br[C:2]1[CH:7]=[CH:6][C:5]([C:8]2[N:9]([CH2:14][C@@H:15]3[CH2:19][CH2:18][N:17]([C:20]([CH:22]4[CH2:24][CH2:23]4)=[O:21])[CH2:16]3)[C:10](=[O:13])[NH:11][N:12]=2)=[C:4]([F:25])[CH:3]=1.[N:26]1[C:35]2[C:30](=[CH:31][CH:32]=[CH:33][CH:34]=2)[CH:29]=[C:28](B(O)O)[CH:27]=1.C([O-])([O-])=O.[K+].[K+].Cl, predict the reaction product.